This data is from Peptide-MHC class II binding affinity with 134,281 pairs from IEDB. The task is: Regression. Given a peptide amino acid sequence and an MHC pseudo amino acid sequence, predict their binding affinity value. This is MHC class II binding data. The peptide sequence is AFAATANPWASQRF. The MHC is DRB1_0901 with pseudo-sequence DRB1_0901. The binding affinity (normalized) is 0.391.